Dataset: Catalyst prediction with 721,799 reactions and 888 catalyst types from USPTO. Task: Predict which catalyst facilitates the given reaction. (1) Reactant: [CH2:1]=[C:2]([C:4]1[N:5]=[CH:6][C:7]([O:10][C@H:11]2[CH2:26][N:14]3[CH2:15][CH2:16][N:17](C(OC(C)(C)C)=O)[CH2:18][C@@H:13]3[CH2:12]2)=[N:8][CH:9]=1)[CH3:3].[ClH:27]. Product: [ClH:27].[CH2:1]=[C:2]([C:4]1[N:5]=[CH:6][C:7]([O:10][C@H:11]2[CH2:26][N:14]3[CH2:15][CH2:16][NH:17][CH2:18][C@@H:13]3[CH2:12]2)=[N:8][CH:9]=1)[CH3:3]. The catalyst class is: 12. (2) Reactant: O1CCCCC1[N:7]1[C:15]2[C:10](=[CH:11][C:12]([C:16]3[N:20]=[CH:19][N:18](C(C4C=CC=CC=4)(C4C=CC=CC=4)C4C=CC=CC=4)[N:17]=3)=[CH:13][CH:14]=2)[C:9]([C:40]2[CH:41]=[C:42]([NH2:46])[CH:43]=[CH:44][CH:45]=2)=[N:8]1.[CH3:47][CH:48]([CH3:52])[C:49](Cl)=[O:50].O. Product: [NH:18]1[CH:19]=[N:20][C:16]([C:12]2[CH:11]=[C:10]3[C:15](=[CH:14][CH:13]=2)[NH:7][N:8]=[C:9]3[C:40]2[CH:41]=[C:42]([NH:46][C:49](=[O:50])[CH:48]([CH3:52])[CH3:47])[CH:43]=[CH:44][CH:45]=2)=[N:17]1. The catalyst class is: 17.